From a dataset of Peptide-MHC class II binding affinity with 134,281 pairs from IEDB. Regression. Given a peptide amino acid sequence and an MHC pseudo amino acid sequence, predict their binding affinity value. This is MHC class II binding data. (1) The peptide sequence is RNEWILESDHLIAEM. The MHC is DRB1_0401 with pseudo-sequence DRB1_0401. The binding affinity (normalized) is 0.293. (2) The peptide sequence is IVLNHMTGAQSGKGT. The MHC is HLA-DPA10103-DPB10301 with pseudo-sequence HLA-DPA10103-DPB10301. The binding affinity (normalized) is 0.425.